From a dataset of hERG potassium channel inhibition data for cardiac toxicity prediction from Karim et al.. Regression/Classification. Given a drug SMILES string, predict its toxicity properties. Task type varies by dataset: regression for continuous values (e.g., LD50, hERG inhibition percentage) or binary classification for toxic/non-toxic outcomes (e.g., AMES mutagenicity, cardiotoxicity, hepatotoxicity). Dataset: herg_karim. (1) The result is 0 (non-blocker). The drug is C[C@@]1(C(=O)Nc2ccc(F)nc2)CCCN1c1nc(Nc2cc(C3CC3)n[nH]2)c2cccn2n1. (2) The molecule is COc1cc(N2C(=O)N(c3ccc(-c4ccc(C(=O)O)o4)cc3)C(=O)C23CCN(Cc2ncccc2C)CC3)ncn1. The result is 0 (non-blocker). (3) The drug is CC(c1ccc(-c2ccc(=O)n(C)c2)cc1)C(N)C(=O)N1CCC(F)C1. The result is 0 (non-blocker). (4) The compound is CCCCC(N1CCOCC1)C(O)(c1cccnc1)c1cccnc1. The result is 0 (non-blocker). (5) The compound is O=C(N[C@H]1CCc2ccc(CCN3CCN(c4nsc5ccccc45)CC3)cc21)c1ccc(F)cc1. The result is 1 (blocker).